The task is: Predict the product of the given reaction.. This data is from Forward reaction prediction with 1.9M reactions from USPTO patents (1976-2016). (1) Given the reactants C([O:8][NH:9][C:10](=[O:27])[CH2:11][CH2:12][CH:13]([C:24]([OH:26])=[O:25])[CH2:14][C:15]1[CH:23]=[CH:22][C:18]([C:19]([OH:21])=[O:20])=[CH:17][CH:16]=1)C1C=CC=CC=1.[OH-].[Na+:29], predict the reaction product. The product is: [Na+:29].[Na+:29].[C:24]([CH:13]([CH2:12][CH2:11][C:10]([NH:9][OH:8])=[O:27])[CH2:14][C:15]1[CH:16]=[CH:17][C:18]([C:19]([O-:21])=[O:20])=[CH:22][CH:23]=1)([OH:26])=[O:25].[C:24]([CH:13]([CH2:12][CH2:11][C:10](=[O:27])[NH:9][OH:8])[CH2:14][C:15]1[CH:16]=[CH:17][C:18]([C:19]([O-:21])=[O:20])=[CH:22][CH:23]=1)([OH:26])=[O:25]. (2) Given the reactants [Cl:1][C:2]1[CH:3]=[CH:4][C:5]([O:39][CH:40]([F:42])[F:41])=[C:6]([C:8]2[C:12]([NH:13][C:14]([C:16]3[CH:17]=[N:18][N:19]4[CH:24]=[CH:23][CH:22]=[N:21][C:20]=34)=[O:15])=[CH:11][N:10]([CH2:25][C:26]([N:28]3[CH2:33][CH2:32][C:31]([CH3:38])([C:34]([O:36]C)=[O:35])[CH2:30][CH2:29]3)=[O:27])[N:9]=2)[CH:7]=1.C(=O)([O-])[O-].[K+].[K+].Cl, predict the reaction product. The product is: [Cl:1][C:2]1[CH:3]=[CH:4][C:5]([O:39][CH:40]([F:41])[F:42])=[C:6]([C:8]2[C:12]([NH:13][C:14]([C:16]3[CH:17]=[N:18][N:19]4[CH:24]=[CH:23][CH:22]=[N:21][C:20]=34)=[O:15])=[CH:11][N:10]([CH2:25][C:26]([N:28]3[CH2:29][CH2:30][C:31]([CH3:38])([C:34]([OH:36])=[O:35])[CH2:32][CH2:33]3)=[O:27])[N:9]=2)[CH:7]=1. (3) The product is: [CH3:15][N:5]1[CH:4]=[C:3]2[C:7]([CH:8]=[C:9]([C:11]([O:13][CH3:14])=[O:12])[CH:10]=[C:2]2[O:1][C:23]2[CH:28]=[N:27][C:26]([C:29]([F:32])([F:31])[F:30])=[CH:25][N:24]=2)=[N:6]1. Given the reactants [OH:1][C:2]1[C:3]2[C:7]([CH:8]=[C:9]([C:11]([O:13][CH3:14])=[O:12])[CH:10]=1)=[N:6][N:5]([CH3:15])[CH:4]=2.C(=O)([O-])[O-].[Cs+].[Cs+].Cl[C:23]1[CH:28]=[N:27][C:26]([C:29]([F:32])([F:31])[F:30])=[CH:25][N:24]=1, predict the reaction product. (4) Given the reactants [CH3:1][C:2]1[CH:16]=[CH:15][C:5]([O:6][C:7]2[CH:8]=[C:9]([CH:12]=[CH:13][CH:14]=2)[CH:10]=O)=[CH:4][CH:3]=1.[C@@H:17]1([NH2:27])[C:26]2[C:21](=[CH:22][CH:23]=[CH:24][CH:25]=2)[CH2:20][CH2:19][CH2:18]1, predict the reaction product. The product is: [CH3:1][C:2]1[CH:16]=[CH:15][C:5]([O:6][C:7]2[CH:8]=[C:9]([CH:12]=[CH:13][CH:14]=2)[CH2:10][NH:27][C@@H:17]2[C:26]3[C:21](=[CH:22][CH:23]=[CH:24][CH:25]=3)[CH2:20][CH2:19][CH2:18]2)=[CH:4][CH:3]=1. (5) Given the reactants [H-].[Na+].[Br:3][C:4]1[CH:5]=[C:6]([C:13]#[N:14])[C:7]2[CH:8]=[N:9][NH:10][C:11]=2[CH:12]=1.[C:15]1([CH3:25])[CH:20]=[CH:19][C:18]([S:21](Cl)(=[O:23])=[O:22])=[CH:17][CH:16]=1.O, predict the reaction product. The product is: [Br:3][C:4]1[CH:5]=[C:6]([C:13]#[N:14])[C:7]2[CH:8]=[N:9][N:10]([S:21]([C:18]3[CH:19]=[CH:20][C:15]([CH3:25])=[CH:16][CH:17]=3)(=[O:23])=[O:22])[C:11]=2[CH:12]=1. (6) Given the reactants Br[C:2]1[N:7]=[C:6]2[S:8][C:9]([NH2:11])=[N:10][C:5]2=[CH:4][CH:3]=1.CC1(C)C(C)(C)OB([C:20]2[CH:21]=[N:22][NH:23][CH:24]=2)O1.C([O-])([O-])=O.[Na+].[Na+].CN(C=O)C, predict the reaction product. The product is: [NH:22]1[CH:21]=[C:20]([C:2]2[N:7]=[C:6]3[S:8][C:9]([NH2:11])=[N:10][C:5]3=[CH:4][CH:3]=2)[CH:24]=[N:23]1.